The task is: Predict the reaction yield, written as a fraction of the theoretical maximum amount of product (1.0 means a 100% yield; for example, 0.34 means a 34% yield).. This data is from Reaction yield outcomes from USPTO patents with 853,638 reactions. (1) The reactants are N12CCC(C[NH:10][CH2:11][CH2:12][N:13]3[C:21]4[C:16](=[CH:17][CH:18]=[CH:19][C:20]=4[C:22]([O-])=O)[CH:15]=[N:14]3)(CC1)CC2.[Li+].[CH:26]([N:29]([CH2:33][CH3:34])[CH:30]([CH3:32])C)([CH3:28])C.[CH3:35][CH2:36]CP1(OP(CCC)(=O)OP(CCC)(=O)O1)=O.C1C[O:56]CC1. No catalyst specified. The product is [N:29]12[CH2:26][CH2:28][C:35]([CH2:36][CH:17]3[C:18](=[O:56])[CH:19]=[C:20]4[CH:22]=[N:10][CH:11]=[CH:12][N:13]5[C:21]4=[C:16]3[CH2:15][NH:14]5)([CH2:32][CH2:30]1)[CH2:34][CH2:33]2. The yield is 0.240. (2) The reactants are [CH3:1][N:2]([CH3:11])[C:3]1[CH:4]=[C:5]([CH:8]=[CH:9][CH:10]=1)[CH2:6][OH:7]. The catalyst is CC(C)=O.O=[Mn]=O. The product is [CH3:1][N:2]([CH3:11])[C:3]1[CH:4]=[C:5]([CH:8]=[CH:9][CH:10]=1)[CH:6]=[O:7]. The yield is 0.640. (3) The reactants are [OH:1][CH:2]1[CH2:6][CH2:5][N:4]([C:7]([O:9][C:10]([CH3:13])([CH3:12])[CH3:11])=[O:8])[CH2:3]1.O[C:15]1[CH:16]=[N:17][CH:18]=[CH:19][CH:20]=1.C1(P(C2C=CC=CC=2)C2C=CC=CC=2)C=CC=CC=1.CCOC(/N=N/C(OCC)=O)=O. The catalyst is C1COCC1. The product is [N:17]1[CH:18]=[CH:19][CH:20]=[C:15]([O:1][CH:2]2[CH2:6][CH2:5][N:4]([C:7]([O:9][C:10]([CH3:13])([CH3:12])[CH3:11])=[O:8])[CH2:3]2)[CH:16]=1. The yield is 0.860. (4) The reactants are Cl[CH2:2][C:3]1[CH:4]=[CH:5][C:6]([O:9][CH2:10][C:11]2[N:12]=[C:13]([C:17]3[CH:22]=[CH:21][CH:20]=[CH:19][CH:18]=3)[O:14][C:15]=2[CH3:16])=[N:7][CH:8]=1.[OH:23][C:24]1[CH:29]=[CH:28][CH:27]=[CH:26][C:25]=1[CH2:30][C:31]([O:33][CH3:34])=[O:32].CN(C)C=O. The catalyst is O. The product is [CH3:16][C:15]1[O:14][C:13]([C:17]2[CH:22]=[CH:21][CH:20]=[CH:19][CH:18]=2)=[N:12][C:11]=1[CH2:10][O:9][C:6]1[N:7]=[CH:8][C:3]([CH2:2][O:23][C:24]2[CH:29]=[CH:28][CH:27]=[CH:26][C:25]=2[CH2:30][C:31]([O:33][CH3:34])=[O:32])=[CH:4][CH:5]=1. The yield is 0.700. (5) The reactants are [NH2:1][C:2]1[C:11]2[C:6](=[C:7](Br)[CH:8]=[CH:9][CH:10]=2)[N:5]=[N:4][C:3]=1[C:13]([NH:15][CH2:16][CH2:17][CH3:18])=[O:14].[F:19][C:20]1[C:25]([O:26][CH3:27])=[CH:24][CH:23]=[CH:22][C:21]=1B(O)O. No catalyst specified. The product is [NH2:1][C:2]1[C:11]2[C:6](=[C:7]([C:21]3[CH:22]=[CH:23][CH:24]=[C:25]([O:26][CH3:27])[C:20]=3[F:19])[CH:8]=[CH:9][CH:10]=2)[N:5]=[N:4][C:3]=1[C:13]([NH:15][CH2:16][CH2:17][CH3:18])=[O:14]. The yield is 0.570. (6) The reactants are C(Cl)(=O)C(Cl)=O.[CH:7]1([CH2:10][CH2:11][O:12][C:13]2[CH:21]=[CH:20][C:16]([C:17]([OH:19])=O)=[CH:15][CH:14]=2)[CH2:9][CH2:8]1.[NH2:22][CH2:23][C:24]([OH:26])=[O:25].C(N(CC)CC)C.Cl. The catalyst is CN(C=O)C.ClCCl. The product is [CH:7]1([CH2:10][CH2:11][O:12][C:13]2[CH:14]=[CH:15][C:16]([C:17]([NH:22][CH2:23][C:24]([OH:26])=[O:25])=[O:19])=[CH:20][CH:21]=2)[CH2:8][CH2:9]1. The yield is 0.970. (7) The product is [Cl:19][C:15]1[CH:16]=[CH:17][C:18]([N+:1]([O-:4])=[O:2])=[C:13]([C:11](=[O:12])[CH3:10])[CH:14]=1. No catalyst specified. The reactants are [N+:1]([O-:4])(O)=[O:2].OS(O)(=O)=O.[CH3:10][C:11]([C:13]1[CH:18]=[CH:17][CH:16]=[C:15]([Cl:19])[CH:14]=1)=[O:12]. The yield is 0.840. (8) The yield is 0.280. The catalyst is C1(C)C=CC=CC=1. The reactants are [C:1]([C:4]1[C:5]([C:19]2[CH:24]=[CH:23][CH:22]=[CH:21][C:20]=2[Cl:25])=[N:6][N:7]([C:9]2[CH:14]=[CH:13][N:12]=[C:11]([NH:15][C:16](=[O:18])[CH3:17])[CH:10]=2)[CH:8]=1)(=O)[CH3:2].C[N:27]([CH:29](OC)OC)C.Cl.[NH2:35]N. The product is [Cl:25][C:20]1[CH:21]=[CH:22][CH:23]=[CH:24][C:19]=1[C:5]1[C:4]([C:1]2[CH:2]=[CH:29][NH:27][N:35]=2)=[CH:8][N:7]([C:9]2[CH:14]=[CH:13][N:12]=[C:11]([NH:15][C:16](=[O:18])[CH3:17])[CH:10]=2)[N:6]=1.